Task: Binary Classification. Given a drug SMILES string, predict its activity (active/inactive) in a high-throughput screening assay against a specified biological target.. Dataset: Kir2.1 potassium channel HTS with 301,493 compounds (1) The molecule is O=C1N(C(=O)NC21CCCCCCC2)CC(=O)c1c(n(c(c1)C)CCOC)C. The result is 0 (inactive). (2) The compound is O(CCCCN1CCC(CC1)C)c1c(OC)cccc1. The result is 0 (inactive). (3) The compound is O=C(N1CCN(CC1)C(=O)c1occc1)c1onc(c1)c1cc(OC)ccc1. The result is 0 (inactive). (4) The molecule is S(Cc1ccc(cc1)C)c1oc(nn1)CCNC(OC(C)(C)C)=O. The result is 1 (active). (5) The molecule is o1c(c(c(cc1=O)C)C(=O)NCc1ccccc1)C. The result is 0 (inactive). (6) The drug is O=C(Nc1c(cc(cc1)C)C)Cc1ccc(n2cccc2)cc1. The result is 0 (inactive). (7) The molecule is S(=O)(=O)(/C(=C\c1c(N2CCOCC2)nc2n(c1=O)cccc2)C#N)c1ccc(cc1)C. The result is 0 (inactive).